From a dataset of Peptide-MHC class II binding affinity with 134,281 pairs from IEDB. Regression. Given a peptide amino acid sequence and an MHC pseudo amino acid sequence, predict their binding affinity value. This is MHC class II binding data. (1) The peptide sequence is NYLALLVKFVAGDGD. The MHC is DRB1_0701 with pseudo-sequence DRB1_0701. The binding affinity (normalized) is 0.308. (2) The peptide sequence is VHVSFVMAYPEMLAA. The binding affinity (normalized) is 0.484. The MHC is HLA-DQA10102-DQB10502 with pseudo-sequence HLA-DQA10102-DQB10502. (3) The peptide sequence is SPSLREIEFAKQLASV. The MHC is DRB1_0101 with pseudo-sequence DRB1_0101. The binding affinity (normalized) is 0.410. (4) The peptide sequence is EKKYFAATQFRPLAA. The MHC is HLA-DPA10201-DPB10501 with pseudo-sequence HLA-DPA10201-DPB10501. The binding affinity (normalized) is 0.807. (5) The peptide sequence is YAIGGSSNPTILSEG. The MHC is HLA-DQA10501-DQB10201 with pseudo-sequence HLA-DQA10501-DQB10201. The binding affinity (normalized) is 0.119. (6) The peptide sequence is GSNPNYLALLVKYVN. The MHC is DRB1_0404 with pseudo-sequence DRB1_0404. The binding affinity (normalized) is 0.561. (7) The peptide sequence is IGNGGPCLFMRTVSH. The MHC is HLA-DQA10501-DQB10301 with pseudo-sequence HLA-DQA10501-DQB10301. The binding affinity (normalized) is 0.332. (8) The peptide sequence is TILIKKYNLNRAMML. The MHC is DRB1_1501 with pseudo-sequence DRB1_1501. The binding affinity (normalized) is 0.938.